Task: Predict which catalyst facilitates the given reaction.. Dataset: Catalyst prediction with 721,799 reactions and 888 catalyst types from USPTO (1) Reactant: [CH2:1]([O:3][C@H:4]([C:17]([O:19][CH2:20][CH3:21])=[O:18])[CH2:5][C:6]1[CH:16]=[CH:15][C:9]([O:10][CH2:11][C:12]([OH:14])=O)=[CH:8][CH:7]=1)[CH3:2].[CH3:22][NH:23][CH2:24][C:25]1[CH:30]=[CH:29][CH:28]=[CH:27][CH:26]=1.F[B-](F)(F)F.N1(OC(N(C)C)=[N+](C)C)C2C=CC=CC=2N=N1. Product: [CH2:24]([N:23]([CH3:22])[C:12](=[O:14])[CH2:11][O:10][C:9]1[CH:8]=[CH:7][C:6]([CH2:5][C@H:4]([O:3][CH2:1][CH3:2])[C:17]([O:19][CH2:20][CH3:21])=[O:18])=[CH:16][CH:15]=1)[C:25]1[CH:30]=[CH:29][CH:28]=[CH:27][CH:26]=1. The catalyst class is: 2. (2) Reactant: [Cl:1][C:2]1[N:6]([CH2:7][C:8]([CH3:15])([O:10][Si](C)(C)C)[CH3:9])[N:5]=[CH:4][C:3]=1[N+:16]([O-])=O.[Cl-].[NH4+]. The catalyst class is: 447. Product: [NH2:16][C:3]1[CH:4]=[N:5][N:6]([CH2:7][C:8]([CH3:15])([OH:10])[CH3:9])[C:2]=1[Cl:1]. (3) Reactant: [C:1]([C:3]1[C:4]([CH:17]=[O:18])=[CH:5][C:6]2[C:7]([CH3:16])([CH3:15])[CH2:8][CH2:9][C:10]([CH3:14])([CH3:13])[C:11]=2[CH:12]=1)#[CH:2].Br[C:20]1[N:25]=[CH:24][CH:23]=[CH:22][N:21]=1.C(N(CC)CC)C. Product: [CH3:14][C:10]1([CH3:13])[CH2:9][CH2:8][C:7]([CH3:16])([CH3:15])[C:6]2[CH:5]=[C:4]([CH:17]=[O:18])[C:3]([C:1]#[C:2][C:20]3[N:25]=[CH:24][CH:23]=[CH:22][N:21]=3)=[CH:12][C:11]1=2. The catalyst class is: 558. (4) Reactant: C(OC[N:9]1[C:17]2[N:16]=[C:15]([C:18]#[C:19][C:20]3[CH:25]=[CH:24][C:23]([O:26][CH3:27])=[C:22]([O:28][CH3:29])[CH:21]=3)[N:14]([CH3:30])[C:13]=2[C:12](=[O:31])[N:11]([CH2:32][C:33]#[CH:34])[C:10]1=[O:35])(=O)C(C)(C)C.O1CCCC1.CO.O.[OH-].[Li+]. Product: [CH3:29][O:28][C:22]1[CH:21]=[C:20]([C:19]#[C:18][C:15]2[N:14]([CH3:30])[C:13]3[C:12](=[O:31])[N:11]([CH2:32][C:33]#[CH:34])[C:10](=[O:35])[NH:9][C:17]=3[N:16]=2)[CH:25]=[CH:24][C:23]=1[O:26][CH3:27]. The catalyst class is: 98. (5) The catalyst class is: 46. Reactant: [C:1]([N:8]([CH3:16])[C@H:9]([CH2:14][OH:15])[C@H:10]([CH2:12][CH3:13])[CH3:11])([O:3][C:4]([CH3:7])([CH3:6])[CH3:5])=[O:2].C([O-])(O)=O.[Na+].[K+].[Br-].Cl[O-].[Na+]. Product: [C:4]([O:3][C:1](=[O:2])[N:8]([C@H:9]([CH:14]=[O:15])[C@@H:10]([CH3:11])[CH2:12][CH3:13])[CH3:16])([CH3:5])([CH3:7])[CH3:6]. (6) Product: [CH3:4][O:5][C:6](=[O:18])[C:7]1[CH:12]=[CH:11][C:10]([O:13][S:21]([C:20]([F:33])([F:32])[F:19])(=[O:23])=[O:22])=[CH:9][C:8]=1[C:14]([F:16])([F:15])[F:17]. Reactant: ClCCl.[CH3:4][O:5][C:6](=[O:18])[C:7]1[CH:12]=[CH:11][C:10]([OH:13])=[CH:9][C:8]=1[C:14]([F:17])([F:16])[F:15].[F:19][C:20]([F:33])([F:32])[S:21](O[S:21]([C:20]([F:33])([F:32])[F:19])(=[O:23])=[O:22])(=[O:23])=[O:22]. The catalyst class is: 17.